This data is from Full USPTO retrosynthesis dataset with 1.9M reactions from patents (1976-2016). The task is: Predict the reactants needed to synthesize the given product. (1) Given the product [NH2:13][C:5]1[C:6]([C:8]([O:10][CH2:11][CH3:12])=[O:9])=[N:7][C:2]([Cl:1])=[N:3][C:4]=1[Cl:16], predict the reactants needed to synthesize it. The reactants are: [Cl:1][C:2]1[N:7]=[C:6]([C:8]([O:10][CH2:11][CH3:12])=[O:9])[C:5]([N+:13]([O-])=O)=[C:4]([Cl:16])[N:3]=1. (2) Given the product [Br:6][C:7]1[CH:12]=[CH:11][C:10]([S:15][CH3:14])=[CH:9][N:8]=1, predict the reactants needed to synthesize it. The reactants are: C([Li])CCC.[Br:6][C:7]1[CH:12]=[CH:11][C:10](Br)=[CH:9][N:8]=1.[CH3:14][S:15]SC.Cl.